Dataset: Kir2.1 potassium channel HTS with 301,493 compounds. Task: Binary Classification. Given a drug SMILES string, predict its activity (active/inactive) in a high-throughput screening assay against a specified biological target. (1) The result is 0 (inactive). The molecule is S=c1n(Cc2ccc(C(=O)N3CC(CCC3)C(OCC)=O)cc2)c(=O)c2c([nH]1)cc(cc2)C(OC)=O. (2) The molecule is S(=O)(=O)(C(CC(=O)Nc1c(F)cc(F)cc1)C)c1cc2NC(=O)COc2cc1. The result is 0 (inactive). (3) The drug is N1(C23CC4CC(C2)CC(C3)C4)CCN(CC1)CC#CCCC. The result is 0 (inactive). (4) The drug is S(Cc1cc(ccc1)C)CC(=O)N(CC(=O)Nc1cc(OCC)c(OCC)cc1)C. The result is 0 (inactive). (5) The drug is S=c1n(c(n[nH]1)C(C)C)CC. The result is 0 (inactive).